From a dataset of Catalyst prediction with 721,799 reactions and 888 catalyst types from USPTO. Predict which catalyst facilitates the given reaction. (1) Reactant: [N+:1]([C:4]1[CH:5]=[N:6][C:7]([NH2:10])=[N:8][CH:9]=1)([O-:3])=[O:2].[Cl:11][C:12]1[CH:13]=[C:14]([CH:18]=[CH:19][C:20]=1[F:21])[C:15](O)=[O:16].O. Product: [Cl:11][C:12]1[CH:13]=[C:14]([CH:18]=[CH:19][C:20]=1[F:21])[C:15]([NH:10][C:7]1[N:8]=[CH:9][C:4]([N+:1]([O-:3])=[O:2])=[CH:5][N:6]=1)=[O:16]. The catalyst class is: 17. (2) Reactant: [Cl:1][C:2]1[CH:3]=[C:4]([CH:16]=[CH:17][CH:18]=1)[CH2:5][O:6][CH2:7][C:8]1[O:12][N:11]=[C:10]([C:13]([OH:15])=O)[CH:9]=1.[O:19]1[CH2:24][CH2:23][CH:22]([CH2:25][NH2:26])[CH2:21][CH2:20]1.O1CCCC1.F[P-](F)(F)(F)(F)F.N1(O[P+](N2CCCC2)(N2CCCC2)N2CCCC2)C2C=CC=CC=2N=N1. Product: [O:19]1[CH2:24][CH2:23][CH:22]([CH2:25][NH:26][C:13]([C:10]2[CH:9]=[C:8]([CH2:7][O:6][CH2:5][C:4]3[CH:16]=[CH:17][CH:18]=[C:2]([Cl:1])[CH:3]=3)[O:12][N:11]=2)=[O:15])[CH2:21][CH2:20]1. The catalyst class is: 6. (3) Reactant: [CH3:1][O:2][C:3]([C:5]1[C:9]([N+:10]([O-])=O)=[CH:8][N:7]([CH3:13])[N:6]=1)=[O:4]. Product: [CH3:1][O:2][C:3]([C:5]1[C:9]([NH2:10])=[CH:8][N:7]([CH3:13])[N:6]=1)=[O:4]. The catalyst class is: 19. (4) Reactant: [C:1]([O:5][C:6](=[O:24])[CH2:7][CH2:8][N:9]([CH2:20][CH2:21][CH2:22][CH3:23])[C:10]1[C:15]([N+:16]([O-])=O)=[CH:14][N:13]=[C:12]([Cl:19])[N:11]=1)([CH3:4])([CH3:3])[CH3:2].[H][H]. Product: [C:1]([O:5][C:6](=[O:24])[CH2:7][CH2:8][N:9]([C:10]1[C:15]([NH2:16])=[CH:14][N:13]=[C:12]([Cl:19])[N:11]=1)[CH2:20][CH2:21][CH2:22][CH3:23])([CH3:2])([CH3:3])[CH3:4]. The catalyst class is: 78. (5) Reactant: C[O:2][C:3]([C:5]1[CH:10]=[C:9]([O:11][CH2:12][CH:13]2[CH2:16][CH2:15][CH2:14]2)[C:8]([Cl:17])=[CH:7][N:6]=1)=[O:4].[OH-].[Na+].Cl.C(OCC)(=O)C. Product: [Cl:17][C:8]1[C:9]([O:11][CH2:12][CH:13]2[CH2:16][CH2:15][CH2:14]2)=[CH:10][C:5]([C:3]([OH:4])=[O:2])=[N:6][CH:7]=1. The catalyst class is: 1.